This data is from Forward reaction prediction with 1.9M reactions from USPTO patents (1976-2016). The task is: Predict the product of the given reaction. (1) Given the reactants [C:1]([NH:4][C:5]1[CH:12]=[CH:11][C:8]([CH:9]=O)=[CH:7][CH:6]=1)(=[O:3])[CH3:2].Cl.[O:14]([NH2:16])[CH3:15], predict the reaction product. The product is: [CH3:15][O:14][N:16]=[CH:9][C:8]1[CH:11]=[CH:12][C:5]([NH:4][C:1](=[O:3])[CH3:2])=[CH:6][CH:7]=1. (2) Given the reactants [N+:1]([C:4]1[N:9]=[CH:8][C:7](N2CCN(C(OC(C)(C)C)=O)CC2)=[CH:6][CH:5]=1)([O-:3])=[O:2].[C:23]([O:27][C:28]([N:30]1[CH2:35][C@H:34]([CH3:36])[NH:33][CH2:32][C@H:31]1[CH3:37])=[O:29])([CH3:26])([CH3:25])[CH3:24].BrC1C=CC([N+]([O-])=O)=NC=1, predict the reaction product. The product is: [CH3:37][C@@H:31]1[CH2:32][N:33]([C:7]2[CH:8]=[N:9][C:4]([N+:1]([O-:3])=[O:2])=[CH:5][CH:6]=2)[C@@H:34]([CH3:36])[CH2:35][N:30]1[C:28]([O:27][C:23]([CH3:26])([CH3:24])[CH3:25])=[O:29]. (3) Given the reactants Cl.[C:2]1([C:8](=[O:33])[CH2:9][CH2:10][N:11]2[CH2:16][CH2:15][CH:14]([N:17]([CH2:31][CH3:32])[C:18](=[O:30])[CH2:19][C:20]3[CH:25]=[CH:24][C:23]([S:26]([CH3:29])(=[O:28])=[O:27])=[CH:22][CH:21]=3)[CH2:13][CH2:12]2)[CH:7]=[CH:6][CH:5]=[CH:4][CH:3]=1.[BH4-].[Na+].O, predict the reaction product. The product is: [C:2]1([CH:8]([OH:33])[CH2:9][CH2:10][N:11]2[CH2:12][CH2:13][CH:14]([N:17]([CH2:31][CH3:32])[C:18](=[O:30])[CH2:19][C:20]3[CH:25]=[CH:24][C:23]([S:26]([CH3:29])(=[O:27])=[O:28])=[CH:22][CH:21]=3)[CH2:15][CH2:16]2)[CH:3]=[CH:4][CH:5]=[CH:6][CH:7]=1. (4) Given the reactants C(OC(=O)[N:7]([S:13]([C:16]1[CH:21]=[C:20]([Cl:22])[C:19]([O:23][C@H:24]2[CH2:28][CH2:27][CH2:26][C@@H:25]2[C:29]2[N:33]([CH2:34][CH3:35])[N:32]=[CH:31][CH:30]=2)=[CH:18][C:17]=1[F:36])(=[O:15])=[O:14])[C:8]1[N:9]=[CH:10][S:11][CH:12]=1)(C)(C)C.FC(F)(F)C(O)=O, predict the reaction product. The product is: [Cl:22][C:20]1[C:19]([O:23][C@H:24]2[CH2:28][CH2:27][CH2:26][C@@H:25]2[C:29]2[N:33]([CH2:34][CH3:35])[N:32]=[CH:31][CH:30]=2)=[CH:18][C:17]([F:36])=[C:16]([S:13]([NH:7][C:8]2[N:9]=[CH:10][S:11][CH:12]=2)(=[O:15])=[O:14])[CH:21]=1. (5) Given the reactants C([Li])CCC.Br[C:7]1[CH:12]=[CH:11][C:10]([CH3:13])=[CH:9][CH:8]=1.[CH3:14][O:15][C:16]1[CH:21]=[CH:20][C:19]([N:22]2[CH2:27][CH2:26][N:25]([C:28]3[C:29]([CH3:42])=[C:30]([CH3:41])[C:31]4[O:35][C:34]([CH3:37])([CH3:36])[C:33](=[O:38])[C:32]=4[C:39]=3[CH3:40])[CH2:24][CH2:23]2)=[CH:18][CH:17]=1.O, predict the reaction product. The product is: [OH:38][C:33]1([C:7]2[CH:12]=[CH:11][C:10]([CH3:13])=[CH:9][CH:8]=2)[C:32]2[C:39]([CH3:40])=[C:28]([N:25]3[CH2:24][CH2:23][N:22]([C:19]4[CH:18]=[CH:17][C:16]([O:15][CH3:14])=[CH:21][CH:20]=4)[CH2:27][CH2:26]3)[C:29]([CH3:42])=[C:30]([CH3:41])[C:31]=2[O:35][C:34]1([CH3:37])[CH3:36]. (6) Given the reactants N[C:2]1[CH:19]=[C:18]2[C:5]([CH2:6][C@@:7]3([CH2:17]2)[C:15]2[C:10](=[N:11][CH:12]=[CH:13][CH:14]=2)[NH:9][C:8]3=[O:16])=[CH:4][C:3]=1[C:20]#[N:21].N([O-])=O.[Na+].[NH4+].[OH-].[BrH:28], predict the reaction product. The product is: [Br:28][C:2]1[CH:19]=[C:18]2[C:5]([CH2:6][C@@:7]3([CH2:17]2)[C:15]2[C:10](=[N:11][CH:12]=[CH:13][CH:14]=2)[NH:9][C:8]3=[O:16])=[CH:4][C:3]=1[C:20]#[N:21]. (7) Given the reactants [OH:1][C:2]1[CH:7]=[CH:6][C:5]([CH2:8][CH2:9][CH2:10][OH:11])=[CH:4][CH:3]=1.[C:12](=O)([O-])[O-].[K+].[K+].CI, predict the reaction product. The product is: [CH3:12][O:1][C:2]1[CH:3]=[CH:4][C:5]([CH2:8][CH2:9][CH2:10][OH:11])=[CH:6][CH:7]=1.